Dataset: Reaction yield outcomes from USPTO patents with 853,638 reactions. Task: Predict the reaction yield, written as a fraction of the theoretical maximum amount of product (1.0 means a 100% yield; for example, 0.34 means a 34% yield). (1) The reactants are O[C:2]1[C:11]2[C:6](=[CH:7][C:8]([O:12][CH3:13])=[CH:9][CH:10]=2)[N:5]=[N:4][CH:3]=1.CN(C=O)C.S(Cl)([Cl:21])=O. The yield is 0.970. The product is [ClH:21].[Cl:21][C:2]1[C:11]2[C:6](=[CH:7][C:8]([O:12][CH3:13])=[CH:9][CH:10]=2)[N:5]=[N:4][CH:3]=1. No catalyst specified. (2) The reactants are [CH2:1]([N:3]1[C:12]2[C:7](=[C:8]([F:33])[C:9]([O:23][CH2:24][C:25]3[CH:30]=[CH:29][C:28]([O:31][CH3:32])=[CH:27][CH:26]=3)=[C:10]([O:13][CH2:14][C:15]3[CH:20]=[CH:19][C:18]([O:21][CH3:22])=[CH:17][CH:16]=3)[CH:11]=2)[C:6](=[O:34])[C:5]([CH2:35][OH:36])=[CH:4]1)[CH3:2]. The catalyst is ClCCl.[O-2].[O-2].[Mn+4]. The product is [CH2:1]([N:3]1[C:12]2[C:7](=[C:8]([F:33])[C:9]([O:23][CH2:24][C:25]3[CH:26]=[CH:27][C:28]([O:31][CH3:32])=[CH:29][CH:30]=3)=[C:10]([O:13][CH2:14][C:15]3[CH:16]=[CH:17][C:18]([O:21][CH3:22])=[CH:19][CH:20]=3)[CH:11]=2)[C:6](=[O:34])[C:5]([CH:35]=[O:36])=[CH:4]1)[CH3:2]. The yield is 0.890. (3) The reactants are Cl[C:2]1[C:7]([C:8]#[N:9])=[C:6]([Cl:10])[N:5]=[C:4]([S:11][CH3:12])[N:3]=1.[NH2:13][C:14]1[CH:15]=[C:16]([CH:21]=[CH:22][C:23]=1[CH3:24])[C:17]([NH:19][CH3:20])=[O:18].CCN(C(C)C)C(C)C. The catalyst is C1COCC1. The product is [Cl:10][C:6]1[N:5]=[C:4]([S:11][CH3:12])[N:3]=[C:2]([NH:13][C:14]2[CH:15]=[C:16]([CH:21]=[CH:22][C:23]=2[CH3:24])[C:17]([NH:19][CH3:20])=[O:18])[C:7]=1[C:8]#[N:9]. The yield is 0.800. (4) The reactants are [CH3:1][C@H:2]1[CH2:4][O:3]1.[C:5]([O:9][C:10]([N:12]([C:20]1[C:25]([CH3:27])([CH3:26])[S:24](=[O:29])(=[O:28])[CH2:23][C@@:22]([CH2:40][F:41])([C:30]2[CH:35]=[C:34]([N+:36]([O-])=O)[CH:33]=[CH:32][C:31]=2F)[N:21]=1)[C:13](=[O:19])[O:14][C:15]([CH3:18])([CH3:17])[CH3:16])=[O:11])([CH3:8])([CH3:7])[CH3:6]. No catalyst specified. The product is [NH2:36][C:34]1[CH:33]=[CH:32][C:31]2[O:3][C@@H:2]([CH3:1])[CH2:4][C@H:23]3[S:24](=[O:29])(=[O:28])[C:25]([CH3:27])([CH3:26])[C:20]([N:12]([C:10]([O:9][C:5]([CH3:7])([CH3:6])[CH3:8])=[O:11])[C:13](=[O:19])[O:14][C:15]([CH3:17])([CH3:18])[CH3:16])=[N:21][C@:22]3([CH2:40][F:41])[C:30]=2[CH:35]=1. The yield is 0.365. (5) The reactants are [F:1][C:2]([F:44])([F:43])[C:3]1[CH:4]=[C:5]([C:13]([CH3:42])([CH3:41])[C:14]([N:16]([CH3:40])[C:17]2[C:18]([C:32]3[CH:37]=[CH:36][C:35]([F:38])=[CH:34][C:33]=3[CH3:39])=[CH:19][C:20]([C@H:23]3[NH:27][C@@H:26]([C:28]([O:30][CH3:31])=[O:29])[CH2:25][CH2:24]3)=[N:21][CH:22]=2)=[O:15])[CH:6]=[C:7]([C:9]([F:12])([F:11])[F:10])[CH:8]=1.[C:45](O[C:45]([O:47][C:48]([CH3:51])([CH3:50])[CH3:49])=[O:46])([O:47][C:48]([CH3:51])([CH3:50])[CH3:49])=[O:46]. The catalyst is ClCCl. The product is [F:44][C:2]([F:1])([F:43])[C:3]1[CH:4]=[C:5]([C:13]([CH3:41])([CH3:42])[C:14]([N:16]([CH3:40])[C:17]2[C:18]([C:32]3[CH:37]=[CH:36][C:35]([F:38])=[CH:34][C:33]=3[CH3:39])=[CH:19][C:20]([C@H:23]3[N:27]([C:45]([O:47][C:48]([CH3:51])([CH3:50])[CH3:49])=[O:46])[C@@H:26]([C:28]([O:30][CH3:31])=[O:29])[CH2:25][CH2:24]3)=[N:21][CH:22]=2)=[O:15])[CH:6]=[C:7]([C:9]([F:11])([F:12])[F:10])[CH:8]=1. The yield is 0.631. (6) The product is [C:27]([O:26][C:24]([N:21]1[CH2:22][CH2:23][C:8]2[C:7]3[CH:6]=[C:5]([Cl:31])[C:4]([Cl:3])=[CH:12][C:11]=3[N:10]([CH2:13][C:14]([OH:16])=[O:15])[C:9]=2[CH2:19][CH2:20]1)=[O:25])([CH3:30])([CH3:28])[CH3:29]. The catalyst is O.C1COCC1. The yield is 1.10. The reactants are [OH-].[K+].[Cl:3][C:4]1[C:5]([Cl:31])=[CH:6][C:7]2[C:8]3[CH2:23][CH2:22][N:21]([C:24]([O:26][C:27]([CH3:30])([CH3:29])[CH3:28])=[O:25])[CH2:20][CH2:19][C:9]=3[N:10]([CH2:13][C:14]([O:16]CC)=[O:15])[C:11]=2[CH:12]=1.Cl. (7) The reactants are [O:1]1[CH:5]=[CH:4][CH:3]=[C:2]1[C:6]1[N:10]([CH3:11])[C:9](=O)[CH2:8][N:7]=1.COC1C=CC(P2(SP(C3C=CC(OC)=CC=3)(=S)S2)=[S:22])=CC=1.CCN(C(C)C)C(C)C.Cl[CH2:45][C:46]1[N:50]=[C:49]([C:51]2[CH:56]=[CH:55][CH:54]=[C:53]([Cl:57])[CH:52]=2)[O:48][N:47]=1. The catalyst is O1CCOCC1.C(OCC)(=O)C. The product is [Cl:57][C:53]1[CH:52]=[C:51]([C:49]2[O:48][N:47]=[C:46]([CH2:45][S:22][C:9]3[N:10]([CH3:11])[C:6]([C:2]4[O:1][CH:5]=[CH:4][CH:3]=4)=[N:7][CH:8]=3)[N:50]=2)[CH:56]=[CH:55][CH:54]=1. The yield is 0.110. (8) The reactants are Cl[C:2]1[C:11]2[C:6](=[CH:7][CH:8]=[CH:9][C:10]=2[CH3:12])[N:5]=[C:4]([CH3:13])[C:3]=1[C:14]([O:16][CH2:17][CH3:18])=[O:15].[CH3:19][O:20][C:21]1[CH:26]=[CH:25][C:24]([CH2:27][NH2:28])=[CH:23][CH:22]=1. The catalyst is C1(C)C=CC=CC=1.CN(C=O)C. The product is [CH3:19][O:20][C:21]1[CH:26]=[CH:25][C:24]([CH2:27][NH:28][C:2]2[C:11]3[C:6](=[CH:7][CH:8]=[CH:9][C:10]=3[CH3:12])[N:5]=[C:4]([CH3:13])[C:3]=2[C:14]([O:16][CH2:17][CH3:18])=[O:15])=[CH:23][CH:22]=1. The yield is 0.790. (9) The reactants are [Br:1][C:2]1[C:6]2[CH:7]=[C:8]([C:11]3[CH:16]=[CH:15][CH:14]=[CH:13][CH:12]=3)[CH:9]=[CH:10][C:5]=2[S:4][CH:3]=1.[N+:17]([O-])([OH:19])=[O:18]. The catalyst is C(OC(=O)C)(=O)C.C(O)(=O)C. The product is [Br:1][C:2]1[C:6]2[CH:7]=[C:8]([C:11]3[CH:16]=[CH:15][CH:14]=[CH:13][CH:12]=3)[CH:9]=[CH:10][C:5]=2[S:4][C:3]=1[N+:17]([O-:19])=[O:18]. The yield is 0.340.